This data is from Forward reaction prediction with 1.9M reactions from USPTO patents (1976-2016). The task is: Predict the product of the given reaction. (1) Given the reactants [CH3:1][C@H:2]([C@@:10]([OH:25])([C:17]1[CH:18]=[CH:19][C:20]([F:24])=[CH:21][C:22]=1[F:23])[CH2:11][N:12]1[N:16]=[CH:15][N:14]=[CH:13]1)[C:3]1[N:8]=[CH:7][N:6]=[CH:5][C:4]=1[F:9].[C@@:26]12([CH2:36][S:37]([OH:40])(=[O:39])=[O:38])[C:33]([CH3:35])([CH3:34])[CH:30]([CH2:31][CH2:32]1)[CH2:29][C:27]2=[O:28], predict the reaction product. The product is: [CH3:1][C@H:2]([C@@:10]([OH:25])([C:17]1[CH:18]=[CH:19][C:20]([F:24])=[CH:21][C:22]=1[F:23])[CH2:11][N:12]1[N:16]=[CH:15][N:14]=[CH:13]1)[C:3]1[N:8]=[CH:7][N:6]=[CH:5][C:4]=1[F:9].[CH3:1][C@H:2]([C@@:10]([OH:25])([C:17]1[CH:18]=[CH:19][C:20]([F:24])=[CH:21][C:22]=1[F:23])[CH2:11][N:12]1[N:16]=[CH:15][N:14]=[CH:13]1)[C:3]1[N:8]=[CH:7][N:6]=[CH:5][C:4]=1[F:9].[C@@:26]12([CH2:36][S:37]([O-:40])(=[O:38])=[O:39])[C:33]([CH3:35])([CH3:34])[CH:30]([CH2:31][CH2:32]1)[CH2:29][C:27]2=[O:28]. (2) Given the reactants [C:1]([O:5][CH2:6][CH3:7])(=[O:4])[CH:2]=[CH2:3].[C:8]([O:13][CH3:14])(=[O:12])[C:9]([CH3:11])=[CH2:10], predict the reaction product. The product is: [C:1]([O:5][CH2:6][CH3:7])(=[O:4])[CH:2]=[CH2:3].[C:8]([O:13][CH3:14])(=[O:12])[C:9]([CH3:11])=[CH2:10]. (3) The product is: [C:19]1([C@@H:16]([NH:15][C:5]([C:4]2[C:13]3[C:8](=[CH:9][CH:10]=[CH:11][CH:12]=3)[C:7](=[O:14])[N:25]([C:26]3[CH:27]=[N:28][CH:29]=[CH:30][CH:31]=3)[C:1]=2[CH3:2])=[O:6])[CH2:17][CH3:18])[CH:20]=[CH:21][CH:22]=[CH:23][CH:24]=1. Given the reactants [C:1]([C:4]1[C:13]2[C:8](=[CH:9][CH:10]=[CH:11][CH:12]=2)[C:7](=[O:14])[O:6][C:5]=1[NH:15][C@H:16]([C:19]1[CH:24]=[CH:23][CH:22]=[CH:21][CH:20]=1)[CH2:17][CH3:18])(=O)[CH3:2].[NH2:25][C:26]1[CH:27]=[N:28][CH:29]=[CH:30][CH:31]=1, predict the reaction product. (4) Given the reactants [CH3:1][CH:2]1[CH2:7][CH2:6][C:5](=O)[CH2:4][CH2:3]1.C1CCCCC1.Cl.[Br:16][C:17]1[CH:22]=[CH:21][C:20]([NH:23]N)=[CH:19][CH:18]=1, predict the reaction product. The product is: [Br:16][C:17]1[CH:22]=[C:21]2[C:20](=[CH:19][CH:18]=1)[NH:23][C:5]1[CH2:6][CH2:7][CH:2]([CH3:1])[CH2:3][C:4]2=1.